From a dataset of Catalyst prediction with 721,799 reactions and 888 catalyst types from USPTO. Predict which catalyst facilitates the given reaction. Reactant: [C:1]1([N:7]2[CH:11]=[C:10]([CH:12]=O)[N:9]=[CH:8]2)[CH:6]=[CH:5][CH:4]=[CH:3][CH:2]=1.[OH-].[NH4+:15].II.S([O-])([O-])(=O)=S.[Na+].[Na+]. Product: [C:1]1([N:7]2[CH:11]=[C:10]([C:12]#[N:15])[N:9]=[CH:8]2)[CH:6]=[CH:5][CH:4]=[CH:3][CH:2]=1. The catalyst class is: 165.